Task: Predict the reaction yield, written as a fraction of the theoretical maximum amount of product (1.0 means a 100% yield; for example, 0.34 means a 34% yield).. Dataset: Reaction yield outcomes from USPTO patents with 853,638 reactions (1) The reactants are [CH:1]1([CH2:6][CH:7]([C:16]2[CH:21]=[CH:20][C:19]([S:22]([CH3:25])(=[O:24])=[O:23])=[C:18]([N+:26]([O-])=[O:27])[CH:17]=2)[C:8]([NH:10][C:11]2[S:12][CH:13]=[CH:14][N:15]=2)=[O:9])[CH2:5][CH2:4][CH2:3][CH2:2]1.[H][H]. The catalyst is CO.[Pd]. The product is [CH:1]1([CH2:6][CH:7]([C:16]2[CH:21]=[CH:20][C:19]([S:22]([CH3:25])(=[O:23])=[O:24])=[C:18]([NH:26][OH:27])[CH:17]=2)[C:8]([NH:10][C:11]2[S:12][CH:13]=[CH:14][N:15]=2)=[O:9])[CH2:5][CH2:4][CH2:3][CH2:2]1. The yield is 0.590. (2) The reactants are [Br:1][C:2]1[CH:3]=[C:4]([CH:8]([N:12]2[CH:16]=[C:15]([C:17]3[C:18]4[CH:25]=[CH:24][N:23](COCC[Si](C)(C)C)[C:19]=4[N:20]=[CH:21][N:22]=3)[CH:14]=[N:13]2)[CH2:9][C:10]#[N:11])[CH:5]=[N:6][CH:7]=1.C(Cl)Cl.C(O)(C(F)(F)F)=O.CO.C(N)CN. No catalyst specified. The product is [Br:1][C:2]1[CH:3]=[C:4]([CH:8]([N:12]2[CH:16]=[C:15]([C:17]3[C:18]4[CH:25]=[CH:24][NH:23][C:19]=4[N:20]=[CH:21][N:22]=3)[CH:14]=[N:13]2)[CH2:9][C:10]#[N:11])[CH:5]=[N:6][CH:7]=1. The yield is 0.714. (3) The reactants are [C:1]1([CH3:12])[CH:6]=[CH:5][C:4]([O:7][CH2:8][C:9]([OH:11])=O)=[CH:3][CH:2]=1.[NH2:13][C:14]1[CH:15]=[C:16]([CH:20]=[CH:21][N:22]=1)[C:17]([NH2:19])=[O:18].CCN(C(C)C)C(C)C.C1CN([P+](ON2N=NC3C=CC=CC2=3)(N2CCCC2)N2CCCC2)CC1.F[P-](F)(F)(F)(F)F. The catalyst is CN(C=O)C. The product is [C:1]1([CH3:12])[CH:2]=[CH:3][C:4]([O:7][CH2:8][C:9]([NH:13][C:14]2[CH:15]=[C:16]([CH:20]=[CH:21][N:22]=2)[C:17]([NH2:19])=[O:18])=[O:11])=[CH:5][CH:6]=1. The yield is 0.668. (4) The reactants are [CH3:1][O:2][C:3]1[CH:8]=[CH:7][C:6]([CH2:9][C:10]([OH:12])=O)=[C:5]([C:13]([F:16])([F:15])[F:14])[CH:4]=1.C(Cl)(=O)C(Cl)=O.[CH2:23]([O:30][C:31]1[CH:64]=[CH:63][C:34]([C:35]([O:37][C:38]2[CH:43]=[CH:42][C:41]([CH2:44][N:45]([CH2:55][C:56]([O:58][C:59]([CH3:62])([CH3:61])[CH3:60])=[O:57])[C:46](=[O:54])[C:47]3[CH:52]=[CH:51][C:50]([NH2:53])=[CH:49][CH:48]=3)=[CH:40][CH:39]=2)=[O:36])=[CH:33][CH:32]=1)[CH2:24][CH2:25][CH2:26][CH2:27][CH2:28][CH3:29]. The catalyst is C(Cl)Cl.CN(C=O)C. The product is [CH2:23]([O:30][C:31]1[CH:64]=[CH:63][C:34]([C:35]([O:37][C:38]2[CH:43]=[CH:42][C:41]([CH2:44][N:45]([CH2:55][C:56]([O:58][C:59]([CH3:62])([CH3:61])[CH3:60])=[O:57])[C:46](=[O:54])[C:47]3[CH:48]=[CH:49][C:50]([NH:53][C:10](=[O:12])[CH2:9][C:6]4[CH:7]=[CH:8][C:3]([O:2][CH3:1])=[CH:4][C:5]=4[C:13]([F:16])([F:15])[F:14])=[CH:51][CH:52]=3)=[CH:40][CH:39]=2)=[O:36])=[CH:33][CH:32]=1)[CH2:24][CH2:25][CH2:26][CH2:27][CH2:28][CH3:29]. The yield is 0.580. (5) The reactants are [OH:1][CH2:2][CH2:3][C:4]1[CH:9]=[CH:8][N:7]=[C:6]([NH:10][C:11](=[O:17])[O:12][C:13]([CH3:16])([CH3:15])[CH3:14])[CH:5]=1.[H-].[Na+].F[C:21]1[C:30]2[C:25](=[CH:26][CH:27]=[CH:28][CH:29]=2)[C:24]([N+:31]([O-:33])=[O:32])=[CH:23][CH:22]=1.O. The yield is 0.980. The catalyst is C1COCC1.CCOC(C)=O. The product is [N+:31]([C:24]1[C:25]2[C:30](=[CH:29][CH:28]=[CH:27][CH:26]=2)[C:21]([O:1][CH2:2][CH2:3][C:4]2[CH:9]=[CH:8][N:7]=[C:6]([NH:10][C:11](=[O:17])[O:12][C:13]([CH3:14])([CH3:16])[CH3:15])[CH:5]=2)=[CH:22][CH:23]=1)([O-:33])=[O:32]. (6) The reactants are Cl.[OH:2]S(O)(=O)=O.[F:7][C:8]1[CH:13]=[CH:12][C:11]([NH:14][C:15]([N:17]2[CH2:22][CH2:21][N:20]([C:23](=[O:32])[C:24]3[CH:29]=[CH:28][CH:27]=[CH:26][C:25]=3[C:30]#[N:31])[CH2:19][CH2:18]2)=[O:16])=[CH:10][CH:9]=1. No catalyst specified. The product is [F:7][C:8]1[CH:13]=[CH:12][C:11]([NH:14][C:15]([N:17]2[CH2:18][CH2:19][N:20]([C:23](=[O:32])[C:24]3[CH:29]=[CH:28][CH:27]=[CH:26][C:25]=3[C:30](=[O:2])[NH2:31])[CH2:21][CH2:22]2)=[O:16])=[CH:10][CH:9]=1. The yield is 0.190. (7) The reactants are CN(C)[CH:3]=[O:4].P(Cl)(Cl)(Cl)=O.[NH:11]1[CH:15]=[CH:14][CH:13]=[C:12]1[C:16]([O:18][CH2:19][CH3:20])=[O:17].[OH-].[Na+]. The catalyst is ClC(Cl)C. The product is [CH2:19]([O:18][C:16]([C:12]1[NH:11][C:15]([CH:3]=[O:4])=[CH:14][CH:13]=1)=[O:17])[CH3:20].[CH2:19]([O:18][C:16]([C:12]1[NH:11][CH:15]=[C:14]([CH:3]=[O:4])[CH:13]=1)=[O:17])[CH3:20]. The yield is 0.500. (8) The reactants are [C:1]([O:5][C:6](=[O:37])[NH:7][C@H:8]1[CH2:13][CH2:12][C@H:11]([C:14]2[CH2:15][N:16](CC3C=CC=CC=3)[C:17]3[CH:18]=[N:19][C:20]4[C:25]([C:26]=3[CH:27]=2)=[N:24][C:23]([O:28][CH3:29])=[CH:22][CH:21]=4)[CH2:10][CH2:9]1)([CH3:4])([CH3:3])[CH3:2]. The catalyst is [Pd].C(O)C. The product is [C:1]([O:5][C:6](=[O:37])[NH:7][C@H:8]1[CH2:9][CH2:10][C@H:11]([CH:14]2[CH2:27][C:26]3[C:25]4[C:20](=[CH:21][CH:22]=[C:23]([O:28][CH3:29])[N:24]=4)[N:19]=[CH:18][C:17]=3[NH:16][CH2:15]2)[CH2:12][CH2:13]1)([CH3:4])([CH3:3])[CH3:2]. The yield is 0.590.